From a dataset of Reaction yield outcomes from USPTO patents with 853,638 reactions. Predict the reaction yield, written as a fraction of the theoretical maximum amount of product (1.0 means a 100% yield; for example, 0.34 means a 34% yield). (1) The reactants are [CH3:1][O:2][C:3]1[CH:8]=[CH:7][C:6]([N:9]2[C:13]3=[C:14]4[C:18](=[CH:19][CH:20]=[C:12]3[C:11]([C:21](O)=[O:22])=[N:10]2)[NH:17][N:16]=[CH:15]4)=[CH:5][CH:4]=1.C(C1NC=CN=1)(C1NC=CN=1)=O.C([O-])([O-])=O.[Na+].[Na+].Cl.[NH2:43][OH:44]. The catalyst is CN(C=O)C. The product is [OH:44][NH:43][C:21]([C:11]1[C:12]2[C:13](=[C:14]3[C:18](=[CH:19][CH:20]=2)[NH:17][N:16]=[CH:15]3)[N:9]([C:6]2[CH:7]=[CH:8][C:3]([O:2][CH3:1])=[CH:4][CH:5]=2)[N:10]=1)=[O:22]. The yield is 0.480. (2) The reactants are C(N(CC)CC)C.[C:8](O)([C:10](F)(F)F)=[O:9].[NH2:15][C@H:16]1[C:27](=[O:28])[O:26][CH2:25][C@@H:24]([C:29]2[CH:34]=[CH:33][CH:32]=[CH:31][CH:30]=2)[NH:23][C:22](=[O:35])[CH2:21][CH2:20][CH:19]=[CH:18][CH2:17]1.C(OC(=O)C)(=O)C. No catalyst specified. The product is [O:35]=[C:22]1[CH2:21][CH2:20][CH:19]=[CH:18][CH2:17][C@@H:16]([NH:15][C:8](=[O:9])[CH3:10])[C:27](=[O:28])[O:26][CH2:25][C@@H:24]([C:29]2[CH:34]=[CH:33][CH:32]=[CH:31][CH:30]=2)[NH:23]1. The yield is 0.990. (3) The reactants are [Cl:1][C:2]1[C:11]2[C:6](=[CH:7][C:8]([OH:14])=[C:9]([O:12][CH3:13])[CH:10]=2)[N:5]=[CH:4][CH:3]=1.[CH2:15]([O:22][C:23]([NH:25][C:26]1([CH2:29]O)[CH2:28][CH2:27]1)=[O:24])[C:16]1[CH:21]=[CH:20][CH:19]=[CH:18][CH:17]=1.C1(P(C2C=CC=CC=2)C2C=CC=CC=2)C=CC=CC=1.CCOC(/N=N/C(OCC)=O)=O. The catalyst is C(Cl)Cl. The product is [Cl:1][C:2]1[C:11]2[C:6](=[CH:7][C:8]([O:14][CH2:29][C:26]3([NH:25][C:23]([O:22][CH2:15][C:16]4[CH:21]=[CH:20][CH:19]=[CH:18][CH:17]=4)=[O:24])[CH2:27][CH2:28]3)=[C:9]([O:12][CH3:13])[CH:10]=2)[N:5]=[CH:4][CH:3]=1. The yield is 0.460. (4) The reactants are [CH2:1]([N:3]1[CH2:8][C:7]([CH3:10])([CH3:9])[O:6][C:5](=[O:11])[CH:4]1[CH2:12][C:13]([OH:15])=O)[CH3:2].C(N(C(C)C)CC)(C)C.CN(C(ON1N=NC2C=CC=NC1=2)=[N+](C)C)C.F[P-](F)(F)(F)(F)F.[CH2:49]([NH2:57])[CH2:50][C:51]1[CH:56]=[CH:55][CH:54]=[CH:53][CH:52]=1. The catalyst is CN(C=O)C. The product is [CH2:1]([N:3]1[CH2:8][C:7]([CH3:9])([CH3:10])[O:6][C:5](=[O:11])[CH:4]1[CH2:12][C:13]([NH:57][CH2:49][CH2:50][C:51]1[CH:56]=[CH:55][CH:54]=[CH:53][CH:52]=1)=[O:15])[CH3:2]. The yield is 0.440.